From a dataset of Full USPTO retrosynthesis dataset with 1.9M reactions from patents (1976-2016). Predict the reactants needed to synthesize the given product. (1) Given the product [Cl:1][C:2]1[N:10]=[C:9]2[C:5]([N:6]([CH2:11][C:12]3[CH:13]=[CH:14][C:15]([C:18]([F:19])([F:20])[F:21])=[CH:16][CH:17]=3)[CH:7]=[N:8]2)=[C:4]([NH:22][C@@H:23]([CH:27]2[CH2:28][CH2:29][CH2:30]2)[CH2:24][CH:25]([OH:35])[CH2:26][OH:39])[N:3]=1, predict the reactants needed to synthesize it. The reactants are: [Cl:1][C:2]1[N:10]=[C:9]2[C:5]([N:6]([CH2:11][C:12]3[CH:17]=[CH:16][C:15]([C:18]([F:21])([F:20])[F:19])=[CH:14][CH:13]=3)[CH:7]=[N:8]2)=[C:4]([NH:22][C@@H:23]([CH:27]2[CH2:30][CH2:29][CH2:28]2)[CH2:24][CH:25]=[CH2:26])[N:3]=1.C[N+]1([O-])CC[O:35]CC1.[OH2:39].S([O-])([O-])(=O)=S.[Na+].[Na+]. (2) The reactants are: [CH3:1][C:2]1([CH3:41])[CH2:11][CH:10]=[C:9]([C:12]2[CH:17]=[CH:16][CH:15]=[C:14]([O:18][Si](CC(CC)CC)(C)C)[CH:13]=2)[C:8]2[CH:7]=[C:6]([C:28]#[C:29][C:30]3[CH:40]=[CH:39][C:33]([C:34]([O:36]CC)=[O:35])=[CH:32][CH:31]=3)[CH:5]=[CH:4][C:3]1=2.[OH-].[Na+].Cl. Given the product [CH3:1][C:2]1([CH3:41])[CH2:11][CH:10]=[C:9]([C:12]2[CH:17]=[CH:16][CH:15]=[C:14]([OH:18])[CH:13]=2)[C:8]2[CH:7]=[C:6]([C:28]#[C:29][C:30]3[CH:31]=[CH:32][C:33]([C:34]([OH:36])=[O:35])=[CH:39][CH:40]=3)[CH:5]=[CH:4][C:3]1=2, predict the reactants needed to synthesize it. (3) Given the product [CH3:31][N:15]([C:12]1[CH:13]=[CH:14][C:9]([B:4]2[O:3][C:2]([CH3:27])([CH3:1])[C:6]([CH3:7])([CH3:8])[O:5]2)=[CH:10][CH:11]=1)[C:16]([C:18]1[O:19][C:20]2[CH:26]=[CH:25][CH:24]=[CH:23][C:21]=2[CH:22]=1)=[O:17], predict the reactants needed to synthesize it. The reactants are: [CH3:1][C:2]1([CH3:27])[C:6]([CH3:8])([CH3:7])[O:5][B:4]([C:9]2[CH:14]=[CH:13][C:12]([NH:15][C:16]([C:18]3[O:19][C:20]4[CH:26]=[CH:25][CH:24]=[CH:23][C:21]=4[CH:22]=3)=[O:17])=[CH:11][CH:10]=2)[O:3]1.[H-].[Na+].I[CH3:31]. (4) Given the product [Cl:1][C:2]1[CH:3]=[C:4]2[C:9](=[CH:10][C:11]=1[C:12]([N:14]1[CH2:18][CH2:17][CH2:16][CH2:15]1)=[O:13])[N:8]=[CH:7][N:6]=[C:5]2[NH:19][CH:20]([C:26]1[NH:30][C:29]2[CH:38]=[CH:39][C:40]([Cl:42])=[CH:41][C:28]=2[N:27]=1)[CH2:21][CH2:22][C:23]([N:44]([CH2:45][C:46]([OH:48])=[O:47])[CH3:43])=[O:24], predict the reactants needed to synthesize it. The reactants are: [Cl:1][C:2]1[CH:3]=[C:4]2[C:9](=[CH:10][C:11]=1[C:12]([N:14]1[CH2:18][CH2:17][CH2:16][CH2:15]1)=[O:13])[N:8]=[CH:7][N:6]=[C:5]2[NH:19][CH:20]([C:26]1[N:30](C(OC(C)(C)C)=O)[C:29]2[CH:38]=[CH:39][C:40]([Cl:42])=[CH:41][C:28]=2[N:27]=1)[CH2:21][CH2:22][C:23](O)=[O:24].[CH3:43][NH:44][CH2:45][C:46]([O:48]C(C)(C)C)=[O:47].CN(C(ON1N=NC2C=CC=CC1=2)=[N+](C)C)C.[B-](F)(F)(F)F.FC(F)(F)C(O)=O. (5) Given the product [CH3:14][O:13][CH2:12][O:11][CH2:10][CH2:9][N:1]1[CH:5]=[CH:4][N:3]=[C:2]1[CH:6]=[O:7], predict the reactants needed to synthesize it. The reactants are: [NH:1]1[CH:5]=[CH:4][N:3]=[C:2]1[CH:6]=[O:7].I[CH2:9][CH2:10][O:11][CH2:12][O:13][CH3:14].[H-].[Na+]. (6) The reactants are: Br[C:2]1[N:7]=[CH:6][C:5]([CH2:8][CH2:9][S:10]([NH:13][C:14]2[CH:19]=[CH:18][CH:17]=[CH:16][C:15]=2[S:20]([NH2:23])(=[O:22])=[O:21])(=[O:12])=[O:11])=[CH:4][CH:3]=1.[CH:24]1([C:30]#[CH:31])[CH2:29][CH2:28][CH2:27][CH2:26][CH2:25]1. Given the product [CH:24]1([C:30]#[C:31][C:2]2[N:7]=[CH:6][C:5]([CH2:8][CH2:9][S:10]([NH:13][C:14]3[CH:19]=[CH:18][CH:17]=[CH:16][C:15]=3[S:20]([NH2:23])(=[O:22])=[O:21])(=[O:12])=[O:11])=[CH:4][CH:3]=2)[CH2:29][CH2:28][CH2:27][CH2:26][CH2:25]1, predict the reactants needed to synthesize it. (7) Given the product [C:66]([NH:65][C:62]1[N:61]=[CH:60][C:59]2[C:64](=[C:55]([C:9]3[NH:17][C:16]4[CH2:15][CH2:14][NH:13][C:12](=[O:18])[C:11]=4[CH:10]=3)[CH:56]=[CH:57][CH:58]=2)[N:63]=1)([CH3:69])([CH3:67])[CH3:68], predict the reactants needed to synthesize it. The reactants are: CC1(C)C(C)(C)OB([C:9]2[NH:17][C:16]3[CH2:15][CH2:14][NH:13][C:12](=[O:18])[C:11]=3[CH:10]=2)O1.CC(C1C=C(C(C)C)C(C2C=CC=CC=2P(C2CCCCC2)C2CCCCC2)=C(C(C)C)C=1)C.Br[C:55]1[CH:56]=[CH:57][CH:58]=[C:59]2[C:64]=1[N:63]=[C:62]([NH:65][C:66]([CH3:69])([CH3:68])[CH3:67])[N:61]=[CH:60]2. (8) Given the product [NH2:14][C:9]1[CH:10]=[N:11][CH:12]=[CH:13][C:8]=1[N:5]1[CH2:6][CH2:7][C@H:2]([F:1])[C@@H:3]([NH:17][C:18](=[O:24])[O:19][C:20]([CH3:22])([CH3:21])[CH3:23])[CH2:4]1, predict the reactants needed to synthesize it. The reactants are: [F:1][C@H:2]1[CH2:7][CH2:6][N:5]([C:8]2[CH:13]=[CH:12][N:11]=[CH:10][C:9]=2[N+:14]([O-])=O)[CH2:4][C@@H:3]1[NH:17][C:18](=[O:24])[O:19][C:20]([CH3:23])([CH3:22])[CH3:21].CC(O)=O. (9) Given the product [Cl:25][CH2:26][C:27]([NH:1][CH2:2][CH2:3][CH2:4][CH2:5][CH2:6][CH2:7][NH:8][C:9](=[O:15])[O:10][C:11]([CH3:12])([CH3:14])[CH3:13])=[O:28], predict the reactants needed to synthesize it. The reactants are: [NH2:1][CH2:2][CH2:3][CH2:4][CH2:5][CH2:6][CH2:7][NH:8][C:9](=[O:15])[O:10][C:11]([CH3:14])([CH3:13])[CH3:12].CCN(C(C)C)C(C)C.[Cl:25][CH2:26][C:27](Cl)=[O:28].